This data is from Catalyst prediction with 721,799 reactions and 888 catalyst types from USPTO. The task is: Predict which catalyst facilitates the given reaction. (1) Reactant: [N:1]1([C:8]2[C:9](=[O:22])[NH:10][C:11]3[C:16]([N:17]=2)=[CH:15][C:14]([C:18]([O:20][CH3:21])=[O:19])=[CH:13][CH:12]=3)[CH2:7][CH2:6][CH2:5][CH2:4][CH2:3][CH2:2]1.N1C=CC=CC=1.[O:29](S(C(F)(F)F)(=O)=O)[S:30]([C:33]([F:36])([F:35])[F:34])(=O)=[O:31]. Product: [N:1]1([C:8]2[C:9]([O:22][S:30]([C:33]([F:36])([F:35])[F:34])(=[O:31])=[O:29])=[N:10][C:11]3[C:16]([N:17]=2)=[CH:15][C:14]([C:18]([O:20][CH3:21])=[O:19])=[CH:13][CH:12]=3)[CH2:7][CH2:6][CH2:5][CH2:4][CH2:3][CH2:2]1. The catalyst class is: 4. (2) Reactant: [NH2:1][CH2:2][CH2:3][CH2:4][CH2:5][CH2:6][CH2:7][CH2:8][CH2:9][CH2:10][CH2:11][NH:12][C:13]1[N:18]=[C:17]([O:19][CH2:20][C:21]([F:24])([F:23])[F:22])[N:16]=[C:15]([NH:25][C:26]2[CH:35]=[CH:34][C:29]([C:30]([O:32]C)=[O:31])=[CH:28][CH:27]=2)[N:14]=1.C(=O)([O-])[O-].[K+].[K+].Cl. Product: [NH2:1][CH2:2][CH2:3][CH2:4][CH2:5][CH2:6][CH2:7][CH2:8][CH2:9][CH2:10][CH2:11][NH:12][C:13]1[N:18]=[C:17]([O:19][CH2:20][C:21]([F:22])([F:23])[F:24])[N:16]=[C:15]([NH:25][C:26]2[CH:27]=[CH:28][C:29]([C:30]([OH:32])=[O:31])=[CH:34][CH:35]=2)[N:14]=1. The catalyst class is: 95.